Dataset: NCI-60 drug combinations with 297,098 pairs across 59 cell lines. Task: Regression. Given two drug SMILES strings and cell line genomic features, predict the synergy score measuring deviation from expected non-interaction effect. (1) Drug 1: CCCS(=O)(=O)NC1=C(C(=C(C=C1)F)C(=O)C2=CNC3=C2C=C(C=N3)C4=CC=C(C=C4)Cl)F. Drug 2: CCC1(C2=C(COC1=O)C(=O)N3CC4=CC5=C(C=CC(=C5CN(C)C)O)N=C4C3=C2)O.Cl. Cell line: CCRF-CEM. Synergy scores: CSS=71.7, Synergy_ZIP=3.19, Synergy_Bliss=9.02, Synergy_Loewe=-54.7, Synergy_HSA=7.55. (2) Drug 1: C1=CC(=C2C(=C1NCCNCCO)C(=O)C3=C(C=CC(=C3C2=O)O)O)NCCNCCO. Drug 2: CCC1(C2=C(COC1=O)C(=O)N3CC4=CC5=C(C=CC(=C5CN(C)C)O)N=C4C3=C2)O.Cl. Cell line: OVCAR3. Synergy scores: CSS=42.1, Synergy_ZIP=-3.46, Synergy_Bliss=-2.28, Synergy_Loewe=-3.89, Synergy_HSA=2.84. (3) Drug 1: CC1=CC2C(CCC3(C2CCC3(C(=O)C)OC(=O)C)C)C4(C1=CC(=O)CC4)C. Drug 2: C1=CN(C(=O)N=C1N)C2C(C(C(O2)CO)O)O.Cl. Cell line: A549. Synergy scores: CSS=48.6, Synergy_ZIP=-3.84, Synergy_Bliss=-5.06, Synergy_Loewe=-37.6, Synergy_HSA=-1.92. (4) Drug 1: CC1CCC2CC(C(=CC=CC=CC(CC(C(=O)C(C(C(=CC(C(=O)CC(OC(=O)C3CCCCN3C(=O)C(=O)C1(O2)O)C(C)CC4CCC(C(C4)OC)O)C)C)O)OC)C)C)C)OC. Drug 2: C1=CC=C(C=C1)NC(=O)CCCCCCC(=O)NO. Cell line: SF-539. Synergy scores: CSS=11.6, Synergy_ZIP=-3.70, Synergy_Bliss=-1.24, Synergy_Loewe=-2.14, Synergy_HSA=-1.72. (5) Drug 1: COC1=NC(=NC2=C1N=CN2C3C(C(C(O3)CO)O)O)N. Drug 2: CC1=C2C(C(=O)C3(C(CC4C(C3C(C(C2(C)C)(CC1OC(=O)C(C(C5=CC=CC=C5)NC(=O)OC(C)(C)C)O)O)OC(=O)C6=CC=CC=C6)(CO4)OC(=O)C)O)C)O. Cell line: SK-OV-3. Synergy scores: CSS=-0.686, Synergy_ZIP=0.781, Synergy_Bliss=1.61, Synergy_Loewe=-5.19, Synergy_HSA=-2.74. (6) Drug 1: C1=NC(=NC(=O)N1C2C(C(C(O2)CO)O)O)N. Drug 2: CS(=O)(=O)OCCCCOS(=O)(=O)C. Cell line: COLO 205. Synergy scores: CSS=45.2, Synergy_ZIP=-11.3, Synergy_Bliss=1.91, Synergy_Loewe=-3.99, Synergy_HSA=2.44. (7) Drug 1: C1CCN(CC1)CCOC2=CC=C(C=C2)C(=O)C3=C(SC4=C3C=CC(=C4)O)C5=CC=C(C=C5)O. Drug 2: CC12CCC3C(C1CCC2OP(=O)(O)O)CCC4=C3C=CC(=C4)OC(=O)N(CCCl)CCCl.[Na+]. Cell line: HCT-15. Synergy scores: CSS=-0.744, Synergy_ZIP=-0.228, Synergy_Bliss=-3.25, Synergy_Loewe=-5.85, Synergy_HSA=-4.02.